This data is from Reaction yield outcomes from USPTO patents with 853,638 reactions. The task is: Predict the reaction yield, written as a fraction of the theoretical maximum amount of product (1.0 means a 100% yield; for example, 0.34 means a 34% yield). (1) The reactants are [NH2:1][C:2]1[C:10]2[C:5](=[CH:6][C:7]([Cl:12])=[CH:8][C:9]=2[F:11])[C:4]([C:23]2[CH:24]=[C:25]([OH:29])[CH:26]=[CH:27][CH:28]=2)([C:13]2[CH:18]=[CH:17][N:16]=[C:15]([C:19]([F:22])([F:21])[F:20])[CH:14]=2)[N:3]=1.C1C=CC(N([S:37]([C:40]([F:43])([F:42])[F:41])(=[O:39])=[O:38])[S:37]([C:40]([F:43])([F:42])[F:41])(=[O:39])=[O:38])=CC=1.C(=O)([O-])[O-].[K+].[K+]. The catalyst is C1COCC1. The product is [F:41][C:40]([F:43])([F:42])[S:37]([O:29][C:25]1[CH:26]=[CH:27][CH:28]=[C:23]([C:4]2([C:13]3[CH:18]=[CH:17][N:16]=[C:15]([C:19]([F:22])([F:21])[F:20])[CH:14]=3)[C:5]3[C:10](=[C:9]([F:11])[CH:8]=[C:7]([Cl:12])[CH:6]=3)[C:2]([NH2:1])=[N:3]2)[CH:24]=1)(=[O:39])=[O:38]. The yield is 0.290. (2) The yield is 0.750. No catalyst specified. The product is [NH:1]1[C:5]2[CH:6]=[CH:7][C:8]([C:10]([N:24]3[C@@H:25]4[C@@H:20]([C:19]5[C:14]([F:13])=[CH:15][CH:16]=[CH:17][C:18]=5[CH2:27][CH2:26]4)[CH2:21][CH2:22][CH2:23]3)=[O:12])=[CH:9][C:4]=2[N:3]=[CH:2]1. The reactants are [NH:1]1[C:5]2[CH:6]=[CH:7][C:8]([C:10]([OH:12])=O)=[CH:9][C:4]=2[N:3]=[CH:2]1.[F:13][C:14]1[C:19]2[C@@H:20]3[C@H:25]([CH2:26][CH2:27][C:18]=2[CH:17]=[CH:16][CH:15]=1)[NH:24][CH2:23][CH2:22][CH2:21]3. (3) The yield is 0.400. The reactants are [O:1]=[C:2]1[C:7]2[N:8]=[C:9]([CH2:24][CH2:25][CH3:26])[N:10]([C:11]3[CH:19]=[CH:18][C:14]([C:15](O)=[O:16])=[CH:13][C:12]=3[C:20]([F:23])([F:22])[F:21])[C:6]=2[CH:5]=[CH:4][NH:3]1.CN(C(ON1N=NC2C=CC=CC1=2)=[N+](C)C)C.[B-](F)(F)(F)F.C(N(C(C)C)CC)(C)C.[Cl:58][C:59]1[CH:73]=[CH:72][C:62]2[NH:63][C:64]([C@@H:66]([NH2:71])[CH2:67][CH2:68][S:69][CH3:70])=[N:65][C:61]=2[CH:60]=1. The catalyst is O1CCCC1.ClCCl.C(O)C. The product is [Cl:58][C:59]1[CH:73]=[CH:72][C:62]2[NH:63][C:64]([C@@H:66]([NH:71][C:15](=[O:16])[C:14]3[CH:18]=[CH:19][C:11]([N:10]4[C:6]5[CH:5]=[CH:4][NH:3][C:2](=[O:1])[C:7]=5[N:8]=[C:9]4[CH2:24][CH2:25][CH3:26])=[C:12]([C:20]([F:21])([F:23])[F:22])[CH:13]=3)[CH2:67][CH2:68][S:69][CH3:70])=[N:65][C:61]=2[CH:60]=1. (4) The reactants are [Br:1][C:2]1[CH:3]=[CH:4][C:5]2[N:9]=[N:8][N:7]([CH2:10][C:11]3[CH:12]=[CH:13][C:14]4[N:15]([CH:17]=[C:18]([C:20]([O:22]CC)=[O:21])[N:19]=4)[N:16]=3)[C:6]=2[CH:25]=1.[Li+].[OH-]. The catalyst is O.CO. The product is [Br:1][C:2]1[CH:3]=[CH:4][C:5]2[N:9]=[N:8][N:7]([CH2:10][C:11]3[CH:12]=[CH:13][C:14]4[N:15]([CH:17]=[C:18]([C:20]([OH:22])=[O:21])[N:19]=4)[N:16]=3)[C:6]=2[CH:25]=1. The yield is 0.770. (5) The reactants are C([Li])CCC.Br[C:7]1[C:8]([Cl:13])=[N:9][CH:10]=[CH:11][CH:12]=1.COB(OC)OC.[C:21]([O:25][C:26](=[O:47])[NH:27][C:28]([C:30]1[S:31][C:32]([S:45][CH3:46])=[C:33]([S:35]([C:38]2[CH:43]=[CH:42][CH:41]=[C:40](Br)[CH:39]=2)(=[O:37])=[O:36])[CH:34]=1)=[NH:29])([CH3:24])([CH3:23])[CH3:22].C([O-])([O-])=O.[Na+].[Na+]. The catalyst is CCOCC.C1C=CC([P]([Pd]([P](C2C=CC=CC=2)(C2C=CC=CC=2)C2C=CC=CC=2)([P](C2C=CC=CC=2)(C2C=CC=CC=2)C2C=CC=CC=2)[P](C2C=CC=CC=2)(C2C=CC=CC=2)C2C=CC=CC=2)(C2C=CC=CC=2)C2C=CC=CC=2)=CC=1.C1(C)C=CC=CC=1.C(O)C. The product is [C:21]([O:25][C:26](=[O:47])[NH:27][C:28]([C:30]1[S:31][C:32]([S:45][CH3:46])=[C:33]([S:35]([C:38]2[CH:43]=[CH:42][CH:41]=[C:40]([C:7]3[C:8]([Cl:13])=[N:9][CH:10]=[CH:11][CH:12]=3)[CH:39]=2)(=[O:37])=[O:36])[CH:34]=1)=[NH:29])([CH3:24])([CH3:23])[CH3:22]. The yield is 0.580. (6) The reactants are [Br:1][C:2]1[CH:3]=[C:4]([NH2:10])[C:5]([NH2:9])=[CH:6][C:7]=1[F:8].[C:11]([O:15][C:16]([N:18]1[CH2:22][CH2:21][CH2:20][C@H:19]1[C:23](O)=O)=[O:17])([CH3:14])([CH3:13])[CH3:12].CN(C(ON1N=NC2C=CC=NC1=2)=[N+](C)C)C.F[P-](F)(F)(F)(F)F.C(N(C(C)C)CC)(C)C. The catalyst is CS(C)=O.CCOC(C)=O. The product is [Br:1][C:2]1[C:7]([F:8])=[CH:6][C:5]2[N:9]=[C:23]([C@@H:19]3[CH2:20][CH2:21][CH2:22][N:18]3[C:16]([O:15][C:11]([CH3:12])([CH3:14])[CH3:13])=[O:17])[NH:10][C:4]=2[CH:3]=1. The yield is 0.770.